This data is from Forward reaction prediction with 1.9M reactions from USPTO patents (1976-2016). The task is: Predict the product of the given reaction. (1) Given the reactants Br[C:2]1[C:3]([C:15]([O:17]CC)=[O:16])=[C:4]([CH3:14])[N:5]([CH3:13])[C:6]=1[C:7]1[CH:12]=[CH:11][CH:10]=[CH:9][CH:8]=1.[CH3:20][O-:21].[Na+].Cl, predict the reaction product. The product is: [CH3:20][O:21][C:2]1[C:3]([C:15]([OH:17])=[O:16])=[C:4]([CH3:14])[N:5]([CH3:13])[C:6]=1[C:7]1[CH:8]=[CH:9][CH:10]=[CH:11][CH:12]=1. (2) Given the reactants [CH2:1]([O:8][C:9](=[O:22])[NH:10][C:11]12[CH2:20][CH:15]3[CH2:16][CH:17]([CH2:19][CH:13]([C:14]3=[S:21])[CH2:12]1)[CH2:18]2)[C:2]1[CH:7]=[CH:6][CH:5]=[CH:4][CH:3]=1.[BH4-].[Na+], predict the reaction product. The product is: [CH2:1]([O:8][C:9](=[O:22])[NH:10][C:11]12[CH2:12][CH:13]3[CH2:19][CH:17]([CH2:16][CH:15]([CH:14]3[SH:21])[CH2:20]1)[CH2:18]2)[C:2]1[CH:3]=[CH:4][CH:5]=[CH:6][CH:7]=1. (3) Given the reactants [C:1]([C:3]1[CH:19]=[CH:18][CH:17]=[CH:16][C:4]=1[NH:5][S:6]([C:9]1[CH:14]=[CH:13][C:12]([CH3:15])=[CH:11][CH:10]=1)(=[O:8])=[O:7])#[N:2].[N+:20]([O-])([OH:22])=[O:21], predict the reaction product. The product is: [C:1]([C:3]1[CH:19]=[C:18]([N+:20]([O-:22])=[O:21])[CH:17]=[CH:16][C:4]=1[NH:5][S:6]([C:9]1[CH:14]=[CH:13][C:12]([CH3:15])=[CH:11][CH:10]=1)(=[O:8])=[O:7])#[N:2]. (4) The product is: [Br-:1].[F:13][C:10]1[CH:11]=[CH:12][C:7]([O:6][CH2:5][CH2:4][CH2:3][CH2:2][P+:20]([C:21]2[CH:22]=[CH:23][CH:24]=[CH:25][CH:26]=2)([C:27]2[CH:32]=[CH:31][CH:30]=[CH:29][CH:28]=2)[C:14]2[CH:15]=[CH:16][CH:17]=[CH:18][CH:19]=2)=[CH:8][CH:9]=1. Given the reactants [Br:1][CH2:2][CH2:3][CH2:4][CH2:5][O:6][C:7]1[CH:12]=[CH:11][C:10]([F:13])=[CH:9][CH:8]=1.[C:14]1([P:20]([C:27]2[CH:32]=[CH:31][CH:30]=[CH:29][CH:28]=2)[C:21]2[CH:26]=[CH:25][CH:24]=[CH:23][CH:22]=2)[CH:19]=[CH:18][CH:17]=[CH:16][CH:15]=1, predict the reaction product. (5) Given the reactants C([O:3][C:4](=[O:23])[CH2:5][CH2:6][CH:7]([NH:15][C:16]([O:18][C:19]([CH3:22])([CH3:21])[CH3:20])=[O:17])[CH2:8][C:9]1[CH:14]=[CH:13][CH:12]=[CH:11][CH:10]=1)C.[OH-].[Na+].Cl, predict the reaction product. The product is: [C:19]([O:18][C:16]([NH:15][CH:7]([CH2:8][C:9]1[CH:10]=[CH:11][CH:12]=[CH:13][CH:14]=1)[CH2:6][CH2:5][C:4]([OH:23])=[O:3])=[O:17])([CH3:22])([CH3:20])[CH3:21].